From a dataset of Forward reaction prediction with 1.9M reactions from USPTO patents (1976-2016). Predict the product of the given reaction. Given the reactants [Cl:1][C:2]1[CH:3]=[C:4]2[C:9](=[CH:10][CH:11]=1)[N:8]=[CH:7][CH:6]=[C:5]2[CH2:12][N:13]1[C:21]([C:22]2[N:26]([CH3:27])[CH:25]=[N:24][N:23]=2)=[C:20]2[C:15]([N:16]([CH2:30][CH:31]([CH3:33])[CH3:32])[C:17](=[O:29])[NH:18][C:19]2=[O:28])=[N:14]1.Br[CH2:35][C:36]#[N:37], predict the reaction product. The product is: [Cl:1][C:2]1[CH:3]=[C:4]2[C:9](=[CH:10][CH:11]=1)[N:8]=[CH:7][CH:6]=[C:5]2[CH2:12][N:13]1[C:21]([C:22]2[N:26]([CH3:27])[CH:25]=[N:24][N:23]=2)=[C:20]2[C:15]([N:16]([CH2:30][CH:31]([CH3:33])[CH3:32])[C:17](=[O:29])[N:18]([CH2:35][C:36]#[N:37])[C:19]2=[O:28])=[N:14]1.